From a dataset of Full USPTO retrosynthesis dataset with 1.9M reactions from patents (1976-2016). Predict the reactants needed to synthesize the given product. (1) Given the product [NH2:22][C:11]1[S:12][CH2:13][C@@H:14]2[CH2:15][C@H:16]([CH2:19][O:20][CH3:21])[O:17][CH2:18][C@:9]2([C:7]2[C:6]([F:31])=[CH:5][C:4]([F:32])=[C:3]([CH:8]=2)[C:1]#[N:2])[N:10]=1, predict the reactants needed to synthesize it. The reactants are: [C:1]([C:3]1[C:4]([F:32])=[CH:5][C:6]([F:31])=[C:7]([C@:9]23[CH2:18][O:17][C@@H:16]([CH2:19][O:20][CH3:21])[CH2:15][C@H:14]2[CH2:13][S:12][C:11]([NH:22]C(=O)C2C=CC=CC=2)=[N:10]3)[CH:8]=1)#[N:2].NC1SC[C@@H]2C[C@H](COCC3C=CC=CC=3)OC[C@]2(C2C(F)=CC(F)=C(C=2)C#N)N=1. (2) Given the product [Br:1][C:2]1[CH:3]=[CH:4][C:5]([O:8][CH2:16][C:17]([F:23])([F:22])[C:18]([F:21])([F:20])[F:19])=[CH:6][N:7]=1, predict the reactants needed to synthesize it. The reactants are: [Br:1][C:2]1[N:7]=[CH:6][C:5]([OH:8])=[C:4](C)[CH:3]=1.FC(F)(F)S(O[CH2:16][C:17]([F:23])([F:22])[C:18]([F:21])([F:20])[F:19])(=O)=O. (3) Given the product [CH2:32]([S:39][C:14]([C:8]1([CH:7]([CH:1]2[CH2:6][CH2:5][CH2:4][CH2:3][CH2:2]2)[OH:24])[C:12]([OH:13])([CH3:16])[CH:11]([CH2:17][CH2:18][CH2:19][CH2:20][CH2:21][CH3:22])[C:10](=[O:23])[NH:9]1)=[O:15])[C:33]1[CH:38]=[CH:37][CH:36]=[CH:35][CH:34]=1, predict the reactants needed to synthesize it. The reactants are: [CH:1]1([CH:7]([OH:24])[C:8]23[C:14](=[O:15])[O:13][C:12]2([CH3:16])[CH:11]([CH2:17][CH2:18][CH2:19][CH2:20][CH2:21][CH3:22])[C:10](=[O:23])[NH:9]3)[CH2:6][CH2:5][CH2:4][CH2:3][CH2:2]1.C(N(CC)CC)C.[CH2:32]([SH:39])[C:33]1[CH:38]=[CH:37][CH:36]=[CH:35][CH:34]=1. (4) Given the product [Cl:1][C:2]1[NH:10][C:9]2[C:8](=[O:14])[N:7]([CH3:15])[C:6](=[O:16])[N:5]([CH2:23][CH3:24])[C:4]=2[N:3]=1, predict the reactants needed to synthesize it. The reactants are: [Cl:1][C:2]1[N:10](CC=C)[C:9]2[C:8](=[O:14])[N:7]([CH3:15])[C:6](=[O:16])[NH:5][C:4]=2[N:3]=1.C(=O)([O-])[O-].[Na+].[Na+].[CH2:23](I)[CH3:24].N1CCOCC1. (5) Given the product [ClH:24].[NH2:13][CH2:14][CH2:15][NH:16][C:8](=[O:10])[C:7]1[CH:6]=[CH:5][C:4]([O:3][CH2:1][CH3:2])=[CH:12][CH:11]=1, predict the reactants needed to synthesize it. The reactants are: [CH2:1]([O:3][C:4]1[CH:12]=[CH:11][C:7]([C:8]([OH:10])=O)=[CH:6][CH:5]=1)[CH3:2].[NH2:13][CH2:14][CH2:15][NH:16]C(=O)OC(C)(C)C.[ClH:24].C(N=C=NCCCN(C)C)C.C1C=CC2N(O)N=NC=2C=1.Cl.C(OCC)(=O)C. (6) Given the product [CH3:27][O:26][C:23]1[N:22]=[CH:21][C:20]([N:11]2[C:12]([C:14]3[N:15]=[CH:16][N:17]([CH3:19])[CH:18]=3)=[CH:13][C:9]([C:7]([OH:8])=[O:6])=[N:10]2)=[CH:25][CH:24]=1, predict the reactants needed to synthesize it. The reactants are: O.[OH-].[Li+].C([O:6][C:7]([C:9]1[CH:13]=[C:12]([C:14]2[N:15]=[CH:16][N:17]([CH3:19])[CH:18]=2)[N:11]([C:20]2[CH:21]=[N:22][C:23]([O:26][CH3:27])=[CH:24][CH:25]=2)[N:10]=1)=[O:8])C.Cl.C(Cl)(Cl)Cl.CO. (7) Given the product [Cl:29][C:30]1[CH:35]=[CH:34][N:33]=[C:32]([C:36]([CH:38]2[CH2:40][CH2:39]2)=[CH:2][O:3][CH3:4])[C:31]=1[O:41][CH3:42], predict the reactants needed to synthesize it. The reactants are: [Cl-].[CH3:2][O:3][CH2:4][P+](C1C=CC=CC=1)(C1C=CC=CC=1)C1C=CC=CC=1.[Li]CCCC.[Cl:29][C:30]1[CH:35]=[CH:34][N:33]=[C:32]([C:36]([CH:38]2[CH2:40][CH2:39]2)=O)[C:31]=1[O:41][CH3:42]. (8) Given the product [CH:1]1[N:5]=[C:4]2[C:6]([Cl:13])=[N:8][CH:9]=[N:10][N:3]2[CH:2]=1, predict the reactants needed to synthesize it. The reactants are: [CH:1]1[N:5]=[C:4]2[C:6]([N:8]=[CH:9][NH:10][N:3]2[CH:2]=1)=O.O=P(Cl)(Cl)[Cl:13].